This data is from Catalyst prediction with 721,799 reactions and 888 catalyst types from USPTO. The task is: Predict which catalyst facilitates the given reaction. (1) Reactant: [CH3:1][O:2][C:3](=[O:13])[C:4]1[CH:9]=[C:8]([O:10][CH3:11])[CH:7]=[CH:6]C=1Br.[Cl:14]C=CC1C=CC=CC=1.C(N([CH2:28][CH3:29])CC)C.[C:45]1([CH3:50])[CH:46]=[CH:47][CH:48]=[CH:49][C:44]=1P([C:44]1[CH:49]=[CH:48][CH:47]=[CH:46][C:45]=1[CH3:50])[C:44]1[CH:49]=[CH:48][CH:47]=[CH:46][C:45]=1[CH3:50]. Product: [CH3:1][O:2][C:3](=[O:13])[C:4]1[CH:9]=[C:8]([O:10][CH3:11])[CH:7]=[CH:6][C:28]=1/[CH:29]=[CH:50]/[C:45]1[CH:44]=[CH:49][CH:48]=[C:47]([Cl:14])[CH:46]=1. The catalyst class is: 524. (2) Reactant: [CH:1]1[C:6]([Cl:7])=[CH:5][C:4]([OH:8])=[C:3]([O:9][C:10]2[CH:11]=[CH:12][C:13]([Cl:17])=[CH:14][C:15]=2[Cl:16])[CH:2]=1.[N+:18]([O-])([OH:20])=[O:19]. Product: [Cl:7][C:6]1[C:1]([N+:18]([O-:20])=[O:19])=[CH:2][C:3]([O:9][C:10]2[CH:11]=[CH:12][C:13]([Cl:17])=[CH:14][C:15]=2[Cl:16])=[C:4]([OH:8])[CH:5]=1. The catalyst class is: 4. (3) Reactant: CC1C=CC(S(O[CH2:12][C@@H:13]2[C@@H:18]([OH:19])[C@H:17]([OH:20])[C@@H:16]([OH:21])[C@H:15]([C:22]3[CH:27]=[CH:26][C:25]([Cl:28])=[C:24]([CH2:29][C:30]4[S:31][C:32]([C:35]5[O:36][CH:37]=[CH:38][CH:39]=5)=[CH:33][N:34]=4)[CH:23]=3)[O:14]2)(=O)=O)=CC=1.[NH:40]1[CH:44]=[N:43][N:42]=[N:41]1.C(N(CC)CC)C. Product: [N:40]1[N:41]([CH2:12][C@@H:13]2[C@@H:18]([OH:19])[C@H:17]([OH:20])[C@@H:16]([OH:21])[C@H:15]([C:22]3[CH:27]=[CH:26][C:25]([Cl:28])=[C:24]([CH2:29][C:30]4[S:31][C:32]([C:35]5[O:36][CH:37]=[CH:38][CH:39]=5)=[CH:33][N:34]=4)[CH:23]=3)[O:14]2)[N:42]=[N:43][CH:44]=1. The catalyst class is: 3. (4) Reactant: [OH-].[Li+].[C:3]1([C:23]2[CH:28]=[CH:27][CH:26]=[CH:25][CH:24]=2)[CH:8]=[CH:7][CH:6]=[CH:5][C:4]=1[CH2:9][C:10]1[N:11]([CH3:22])[C:12](=[O:21])[C:13]([OH:20])=[C:14]([C:16]([O:18]C)=[O:17])[N:15]=1. Product: [C:3]1([C:23]2[CH:28]=[CH:27][CH:26]=[CH:25][CH:24]=2)[CH:8]=[CH:7][CH:6]=[CH:5][C:4]=1[CH2:9][C:10]1[N:11]([CH3:22])[C:12](=[O:21])[C:13]([OH:20])=[C:14]([C:16]([OH:18])=[O:17])[N:15]=1. The catalyst class is: 90. (5) Reactant: C(OC(=O)[NH:7][C@H:8]1[CH2:13][CH2:12][C@@H:11]([O:14][C:15]2[C:16]([Cl:25])=[C:17]3[C:22](=[CH:23][CH:24]=2)[CH:21]=[N:20][CH:19]=[CH:18]3)[CH2:10][CH2:9]1)(C)(C)C. Product: [Cl:25][C:16]1[C:15]([O:14][C@@H:11]2[CH2:10][CH2:9][C@H:8]([NH2:7])[CH2:13][CH2:12]2)=[CH:24][CH:23]=[C:22]2[C:17]=1[CH:18]=[CH:19][N:20]=[CH:21]2. The catalyst class is: 8. (6) Reactant: [CH:1]1[C:10]2[C:5](=[CH:6][CH:7]=[CH:8][CH:9]=2)[CH:4]=[CH:3][C:2]=1[NH2:11].[O:12]=[C:13](C(OCC)=O)[C:14](OCC)=[O:15].[OH-].[K+]. Product: [C:14]1(=[O:15])[C:1]2[C:10]3[CH:9]=[CH:8][CH:7]=[CH:6][C:5]=3[CH:4]=[CH:3][C:2]=2[NH:11][C:13]1=[O:12]. The catalyst class is: 86. (7) Reactant: S([O-])([O-])=O.[Na+].[Na+].[C:7](=O)(O)[O-].[Na+].[Cl:12][C:13]1[N:18]=[CH:17][C:16]([S:19](Cl)(=[O:21])=[O:20])=[CH:15][C:14]=1[O:23][CH3:24].C(O)C. Product: [Cl:12][C:13]1[C:14]([O:23][CH3:24])=[CH:15][C:16]([S:19]([CH3:7])(=[O:21])=[O:20])=[CH:17][N:18]=1. The catalyst class is: 6. (8) Reactant: C[O-].[Na+:3].[CH3:4][C:5]([C:8]1[CH:13]=[CH:12][C:11]([S:14]([NH:17][C:18]2[N:23]=[C:22]([C:24]3[N:29]=[CH:28][CH:27]=[CH:26][N:25]=3)[N:21]=[C:20]([O:30][CH2:31][CH2:32][OH:33])[C:19]=2[O:34][C:35]2[C:40]([O:41][CH3:42])=[CH:39][CH:38]=[CH:37][CH:36]=2)(=[O:16])=[O:15])=[CH:10][CH:9]=1)([CH3:7])[CH3:6].O. Product: [CH3:7][C:5]([C:8]1[CH:13]=[CH:12][C:11]([S:14]([N-:17][C:18]2[C:19]([O:34][C:35]3[CH:36]=[CH:37][CH:38]=[CH:39][C:40]=3[O:41][CH3:42])=[C:20]([O:30][CH2:31][CH2:32][OH:33])[N:21]=[C:22]([C:24]3[N:25]=[CH:26][CH:27]=[CH:28][N:29]=3)[N:23]=2)(=[O:15])=[O:16])=[CH:10][CH:9]=1)([CH3:4])[CH3:6].[Na+:3]. The catalyst class is: 125. (9) Reactant: [CH2:1]([Sn:5](Cl)([CH2:10][CH2:11][CH2:12][CH3:13])[CH2:6][CH2:7][CH2:8][CH3:9])[CH2:2][CH2:3][CH3:4].C[Si]([N-][Si](C)(C)C)(C)C.[Li+].C1COCC1.[CH3:30][O:31][C:32]([CH:34]=[CH:35][C:36]1[N:37]=[CH:38][N:39]2[CH:43]=[CH:42][S:41][C:40]=12)=[O:33].O. Product: [CH3:30][O:31][C:32]([CH:34]=[CH:35][C:36]1[N:37]=[CH:38][N:39]2[CH:43]=[C:42]([Sn:5]([CH2:10][CH2:11][CH2:12][CH3:13])([CH2:6][CH2:7][CH2:8][CH3:9])[CH2:1][CH2:2][CH2:3][CH3:4])[S:41][C:40]=12)=[O:33]. The catalyst class is: 1. (10) Product: [F:17][C:14]1[CH:15]=[C:16]2[C:11]([C:10]([C:18]3[CH:19]=[CH:20][C:21]4[O:25][C:24]([CH2:26][CH2:27][S:28]([CH3:31])(=[O:30])=[O:29])=[N:23][C:22]=4[CH:32]=3)=[CH:9][NH:8]2)=[CH:12][CH:13]=1. Reactant: C(OC([N:8]1[C:16]2[C:11](=[CH:12][CH:13]=[C:14]([F:17])[CH:15]=2)[C:10]([C:18]2[CH:19]=[CH:20][C:21]3[O:25][C:24]([CH2:26][CH2:27][S:28]([CH3:31])(=[O:30])=[O:29])=[N:23][C:22]=3[CH:32]=2)=[CH:9]1)=O)(C)(C)C.Cl.CCOCC. The catalyst class is: 5.